This data is from NCI-60 drug combinations with 297,098 pairs across 59 cell lines. The task is: Regression. Given two drug SMILES strings and cell line genomic features, predict the synergy score measuring deviation from expected non-interaction effect. (1) Drug 1: CC1=C(C(=O)C2=C(C1=O)N3CC4C(C3(C2COC(=O)N)OC)N4)N. Drug 2: B(C(CC(C)C)NC(=O)C(CC1=CC=CC=C1)NC(=O)C2=NC=CN=C2)(O)O. Cell line: A549. Synergy scores: CSS=37.2, Synergy_ZIP=-0.976, Synergy_Bliss=-1.87, Synergy_Loewe=-3.07, Synergy_HSA=0.690. (2) Drug 1: C1=NC2=C(N=C(N=C2N1C3C(C(C(O3)CO)O)F)Cl)N. Drug 2: CN(C(=O)NC(C=O)C(C(C(CO)O)O)O)N=O. Cell line: PC-3. Synergy scores: CSS=4.21, Synergy_ZIP=-2.72, Synergy_Bliss=2.44, Synergy_Loewe=-12.6, Synergy_HSA=0.911.